Dataset: Catalyst prediction with 721,799 reactions and 888 catalyst types from USPTO. Task: Predict which catalyst facilitates the given reaction. (1) Reactant: Cl[CH2:2][CH2:3][CH2:4][N:5]1[C:9]2[CH:10]=[CH:11][CH:12]=[CH:13][C:8]=2[O:7][C:6]1=[O:14].[I-:15].[Na+]. Product: [I:15][CH2:2][CH2:3][CH2:4][N:5]1[C:9]2[CH:10]=[CH:11][CH:12]=[CH:13][C:8]=2[O:7][C:6]1=[O:14]. The catalyst class is: 21. (2) Reactant: [NH2:1][C:2]1[C:31]([Cl:32])=[CH:30][C:5]([C:6]([NH:8][C@H:9]2[CH2:14][CH2:13][N:12]([CH2:15][CH:16]3[CH2:21][CH2:20][N:19]([C:22](=[O:27])[C:23]([CH3:26])([CH3:25])[CH3:24])[CH2:18][CH2:17]3)[CH2:11][C@H:10]2[O:28][CH3:29])=[O:7])=[C:4]([O:33][CH3:34])[CH:3]=1.Cl. Product: [ClH:32].[NH2:1][C:2]1[C:31]([Cl:32])=[CH:30][C:5]([C:6]([NH:8][C@H:9]2[CH2:14][CH2:13][N:12]([CH2:15][CH:16]3[CH2:17][CH2:18][N:19]([C:22](=[O:27])[C:23]([CH3:26])([CH3:25])[CH3:24])[CH2:20][CH2:21]3)[CH2:11][C@H:10]2[O:28][CH3:29])=[O:7])=[C:4]([O:33][CH3:34])[CH:3]=1. The catalyst class is: 21. (3) Product: [Br:1][C:2]1[CH:7]=[CH:6][C:5]([C:8](=[O:10])[CH2:9][C:27](=[O:28])[C:26]([F:35])([F:34])[F:25])=[CH:4][C:3]=1[C:11]([F:12])([F:13])[F:14]. The catalyst class is: 1. Reactant: [Br:1][C:2]1[CH:7]=[CH:6][C:5]([C:8](=[O:10])[CH3:9])=[CH:4][C:3]=1[C:11]([F:14])([F:13])[F:12].C[Si]([N-][Si](C)(C)C)(C)C.[Li+].[F:25][C:26]([F:35])([F:34])[C:27](N1C=CN=C1)=[O:28]. (4) Reactant: [CH2:1]([S:8]([CH2:11][C@@H:12]([C:31]([NH:33][C:34]1([C:37]#[N:38])CC1)=[O:32])[NH:13][C@@:14]([C:24]1[CH:29]=[CH:28][C:27]([F:30])=[CH:26][CH:25]=1)([C:20]([F:23])([F:22])[F:21])[C:15]#[C:16][CH:17]1[CH2:19][CH2:18]1)(=[O:10])=[O:9])[C:2]1[CH:7]=[CH:6][CH:5]=[CH:4][CH:3]=1.CN(C(ON1N=NC2C=CC=NC1=2)=[N+](C)C)C.F[P-](F)(F)(F)(F)F.NCC#N.CCN(CC)CC. Product: [CH2:1]([S:8]([CH2:11][C@@H:12]([C:31]([NH:33][CH2:34][C:37]#[N:38])=[O:32])[NH:13][C@@:14]([C:24]1[CH:25]=[CH:26][C:27]([F:30])=[CH:28][CH:29]=1)([C:20]([F:23])([F:22])[F:21])[C:15]#[C:16][CH:17]1[CH2:19][CH2:18]1)(=[O:10])=[O:9])[C:2]1[CH:3]=[CH:4][CH:5]=[CH:6][CH:7]=1. The catalyst class is: 3.